From a dataset of Reaction yield outcomes from USPTO patents with 853,638 reactions. Predict the reaction yield, written as a fraction of the theoretical maximum amount of product (1.0 means a 100% yield; for example, 0.34 means a 34% yield). (1) The reactants are [CH3:1][C:2]([CH3:8])([CH3:7])[CH2:3][C:4](Cl)=[O:5].C(N(CC)CC)C.[Br:16][C:17]1[CH:22]=[C:21]([CH3:23])[C:20]([NH2:24])=[C:19]([Cl:25])[CH:18]=1.O. The catalyst is C(#N)C. The product is [Br:16][C:17]1[CH:22]=[C:21]([CH3:23])[C:20]([NH:24][C:4](=[O:5])[CH2:3][C:2]([CH3:8])([CH3:7])[CH3:1])=[C:19]([Cl:25])[CH:18]=1. The yield is 1.00. (2) The reactants are [CH2:1]([Mg]Br)[CH:2]=[CH2:3].[C:6]([O:10][C:11]([N:13]1[CH2:17][CH2:16][C@H:15]([C:18](=[O:23])N(OC)C)[CH2:14]1)=[O:12])([CH3:9])([CH3:8])[CH3:7].[BH4-].[Na+]. The catalyst is C1COCC1.O.[Br-]. The product is [C:6]([O:10][C:11]([N:13]1[CH2:17][CH2:16][C@H:15]([CH:18]([OH:23])[CH2:3][CH:2]=[CH2:1])[CH2:14]1)=[O:12])([CH3:7])([CH3:8])[CH3:9]. The yield is 0.850. (3) The reactants are Br[C:2]1[CH:7]=[CH:6][C:5]([C:8]#[N:9])=[CH:4][N:3]=1.[CH2:10]([NH2:12])[CH3:11]. No catalyst specified. The product is [CH2:10]([NH:12][C:2]1[CH:7]=[CH:6][C:5]([C:8]#[N:9])=[CH:4][N:3]=1)[CH3:11]. The yield is 0.860. (4) The reactants are [CH2:1]([C:8]1[N:13]=[C:12]([Cl:14])[CH:11]=[C:10](Cl)[N:9]=1)[C:2]1[CH:7]=[CH:6][CH:5]=[CH:4][CH:3]=1.[CH3:16][O:17][C:18]1[CH:19]=[C:20]([NH2:30])[CH:21]=[CH:22][C:23]=1[N:24]1[CH:28]=[C:27]([CH3:29])[N:26]=[CH:25]1. No catalyst specified. The product is [CH2:1]([C:8]1[N:9]=[C:10]([NH:30][C:20]2[CH:21]=[CH:22][C:23]([N:24]3[CH:28]=[C:27]([CH3:29])[N:26]=[CH:25]3)=[C:18]([O:17][CH3:16])[CH:19]=2)[CH:11]=[C:12]([Cl:14])[N:13]=1)[C:2]1[CH:3]=[CH:4][CH:5]=[CH:6][CH:7]=1. The yield is 0.480. (5) The reactants are [CH3:1][CH2:2][O:3][C:4]([CH:6](P(OCC)(OCC)=O)[CH3:7])=[O:5].[H-].[Na+].[I:18][C:19]1[CH:26]=[CH:25][C:22]([CH:23]=O)=[CH:21][C:20]=1[O:27][CH2:28][CH2:29][CH3:30].[Cl-].[NH4+]. The catalyst is O1CCCC1. The product is [I:18][C:19]1[CH:26]=[CH:25][C:22](/[CH:23]=[C:6](\[CH3:7])/[C:4]([O:3][CH2:2][CH3:1])=[O:5])=[CH:21][C:20]=1[O:27][CH2:28][CH2:29][CH3:30]. The yield is 0.840.